From a dataset of Full USPTO retrosynthesis dataset with 1.9M reactions from patents (1976-2016). Predict the reactants needed to synthesize the given product. The reactants are: Br[C:2]1[C:3]([CH2:8][C:9]2([OH:25])[C:17]3[C:12](=[CH:13][CH:14]=[C:15]([CH3:18])[CH:16]=3)[N:11]([CH2:19][CH2:20][CH:21]([CH3:23])[CH3:22])[C:10]2=[O:24])=[N:4][CH:5]=[CH:6][CH:7]=1.[CH3:26][C:27]1C=C2C(=C[CH:35]=1)N(CCC1C=CC=CC=1)C(=O)C2=O.CC1C=CC=CN=1. Given the product [OH:25][C:9]1([CH2:8][C:3]2[CH:2]=[CH:7][CH:6]=[CH:5][N:4]=2)[C:17]2[C:12](=[CH:13][CH:14]=[C:15]([CH3:18])[CH:16]=2)[N:11]([CH2:19][CH2:20][C:21]2[CH:23]=[CH:35][CH:27]=[CH:26][CH:22]=2)[C:10]1=[O:24], predict the reactants needed to synthesize it.